From a dataset of Forward reaction prediction with 1.9M reactions from USPTO patents (1976-2016). Predict the product of the given reaction. Given the reactants [NH2:1][C:2]1[N:7]=[C:6]([S:8]([NH:11][C:12](=[O:33])[C:13]2[CH:18]=[CH:17][C:16]([C:19]3[CH:24]=[C:23]([O:25][CH2:26][CH:27]([CH3:29])[CH3:28])[CH:22]=[C:21]([F:30])[CH:20]=3)=[C:15]([F:31])[C:14]=2F)(=[O:10])=[O:9])[CH:5]=[CH:4][CH:3]=1.C([O-])([O-])=O.[K+].[K+].[CH3:40][C:41]1([CH3:47])[CH2:45][C@H:44]([CH3:46])[CH2:43][NH:42]1, predict the reaction product. The product is: [NH2:1][C:2]1[N:7]=[C:6]([S:8]([NH:11][C:12](=[O:33])[C:13]2[CH:18]=[CH:17][C:16]([C:19]3[CH:24]=[C:23]([O:25][CH2:26][CH:27]([CH3:29])[CH3:28])[CH:22]=[C:21]([F:30])[CH:20]=3)=[C:15]([F:31])[C:14]=2[N:42]2[CH2:43][C@@H:44]([CH3:46])[CH2:45][C:41]2([CH3:47])[CH3:40])(=[O:9])=[O:10])[CH:5]=[CH:4][CH:3]=1.